This data is from Reaction yield outcomes from USPTO patents with 853,638 reactions. The task is: Predict the reaction yield, written as a fraction of the theoretical maximum amount of product (1.0 means a 100% yield; for example, 0.34 means a 34% yield). (1) The reactants are [CH3:1][C:2]1([CH3:16])[O:6][B:5]([C:7]2[CH:12]=[CH:11][C:10]([OH:13])=[CH:9][CH:8]=2)[O:4][C:3]1([CH3:15])[CH3:14].[F:17][C:18]1[CH:19]=[C:20](B(O)O)[CH:21]=[CH:22][CH:23]=1.C(N(CC)CC)C. The catalyst is ClCCl. The product is [F:17][C:18]1[CH:23]=[C:22]([CH:21]=[CH:20][CH:19]=1)[O:13][C:10]1[CH:11]=[CH:12][C:7]([B:5]2[O:4][C:3]([CH3:15])([CH3:14])[C:2]([CH3:16])([CH3:1])[O:6]2)=[CH:8][CH:9]=1. The yield is 0.250. (2) The reactants are [C:1]([O:5][C:6]([N:8]1[CH2:12][C:11]([F:14])([F:13])[CH2:10][CH:9]1[C:15]1[NH:16][C:17]([C:20]2[CH:25]=[CH:24][C:23](Br)=[CH:22][CH:21]=2)=[CH:18][N:19]=1)=[O:7])([CH3:4])([CH3:3])[CH3:2].[Si:27]([C:31]#[CH:32])([CH3:30])([CH3:29])[CH3:28].C(N(CC)CC)C.N#N. The catalyst is CN(C=O)C.C1C=CC([P]([Pd]([P](C2C=CC=CC=2)(C2C=CC=CC=2)C2C=CC=CC=2)([P](C2C=CC=CC=2)(C2C=CC=CC=2)C2C=CC=CC=2)[P](C2C=CC=CC=2)(C2C=CC=CC=2)C2C=CC=CC=2)(C2C=CC=CC=2)C2C=CC=CC=2)=CC=1.[Cu]I. The product is [C:1]([O:5][C:6]([N:8]1[CH2:12][C:11]([F:14])([F:13])[CH2:10][CH:9]1[C:15]1[NH:16][C:17]([C:20]2[CH:25]=[CH:24][C:23]([C:32]#[C:31][Si:27]([CH3:30])([CH3:29])[CH3:28])=[CH:22][CH:21]=2)=[CH:18][N:19]=1)=[O:7])([CH3:4])([CH3:3])[CH3:2]. The yield is 0.790. (3) The reactants are [CH2:1]([C:3]1[N:7]([C:8]2[N:16]=[C:15]3[C:11]([N:12]=[C:13]([CH:18]=[O:19])[N:14]3[CH3:17])=[C:10]([N:20]3[CH2:25][CH2:24][O:23][CH2:22][CH2:21]3)[N:9]=2)[C:6]2[CH:26]=[CH:27][CH:28]=[CH:29][C:5]=2[N:4]=1)[CH3:2].[OH-:30].[Na+]. The catalyst is C(O)C.[N+]([O-])([O-])=O.[Ag+]. The product is [CH2:1]([C:3]1[N:7]([C:8]2[N:16]=[C:15]3[C:11]([N:12]=[C:13]([C:18]([OH:30])=[O:19])[N:14]3[CH3:17])=[C:10]([N:20]3[CH2:25][CH2:24][O:23][CH2:22][CH2:21]3)[N:9]=2)[C:6]2[CH:26]=[CH:27][CH:28]=[CH:29][C:5]=2[N:4]=1)[CH3:2]. The yield is 0.970. (4) The reactants are [CH3:1][Mg]Br.CON(C)[C:7](=[O:18])[C@@H:8]([NH:10][C:11](=[O:17])[O:12][C:13]([CH3:16])([CH3:15])[CH3:14])[CH3:9]. The catalyst is O1CCCC1. The product is [O:18]=[C:7]([CH3:1])[C@@H:8]([NH:10][C:11](=[O:17])[O:12][C:13]([CH3:14])([CH3:15])[CH3:16])[CH3:9]. The yield is 0.890. (5) The reactants are [CH3:1][O:2][C:3]1[CH:4]=[C:5]([CH2:11][C:12]([O:14][CH3:15])=O)[CH:6]=[CH:7][C:8]=1[O:9][CH3:10].[NH4+:16].[OH-].C[O:19][CH2:20][C:21](OC(=O)COC)=O. The catalyst is CCOCC.O. The product is [CH3:10][O:9][C:8]1[CH:7]=[C:6]2[C:5](=[CH:4][C:3]=1[O:2][CH3:1])[C:11]([CH2:12][O:14][CH3:15])=[N:16][C:20]([OH:19])=[CH:21]2. The yield is 0.0200. (6) The catalyst is C(Cl)Cl. The reactants are [OH:1][CH2:2][CH2:3][C:4]1[CH:9]=[CH:8][N:7]=[CH:6][CH:5]=1.C(N(CC)CC)C.[Si:17](Cl)([C:20]([CH3:23])([CH3:22])[CH3:21])([CH3:19])[CH3:18]. The product is [Si:17]([O:1][CH2:2][CH2:3][C:4]1[CH:9]=[CH:8][N:7]=[CH:6][CH:5]=1)([C:20]([CH3:23])([CH3:22])[CH3:21])([CH3:19])[CH3:18]. The yield is 0.970.